Dataset: Catalyst prediction with 721,799 reactions and 888 catalyst types from USPTO. Task: Predict which catalyst facilitates the given reaction. (1) Reactant: [CH:1]1([CH:7]([NH:18][C:19]2[CH:27]=[CH:26][C:22](C(O)=O)=[CH:21][CH:20]=2)[C:8]2[S:16][C:15]3[C:10](=N[CH:12]=[CH:13][CH:14]=3)[C:9]=2[CH3:17])[CH2:6][CH2:5][CH2:4][CH2:3][CH2:2]1.[CH3:28][NH:29][CH2:30][CH2:31][C:32]([O:34][CH2:35][CH3:36])=[O:33].[OH2:37].ON1C2C=CC=C[C:42]=2N=N1.Cl.C(N=C=NCCCN(C)C)C.[Cl-].[NH4+:61]. Product: [CH:1]1([CH:7]([NH:18][C:19]2[CH:27]=[CH:26][C:22]([C:28]([N:29]([CH3:42])[CH2:30][CH2:31][C:32]([O:34][CH2:35][CH3:36])=[O:33])=[O:37])=[CH:21][CH:20]=2)[C:8]2[S:16][C:15]3[C:10](=[N:61][CH:12]=[CH:13][CH:14]=3)[C:9]=2[CH3:17])[CH2:6][CH2:5][CH2:4][CH2:3][CH2:2]1. The catalyst class is: 289. (2) Reactant: [I:1][C:2]1[CH:7]=[N:6][NH:5][C:4](=[O:8])[CH:3]=1.[O:9]1[CH2:14][CH2:13][CH2:12][CH2:11][CH:10]1[O:15][CH2:16][CH2:17]O.C1(P(C2C=CC=CC=2)C2C=CC=CC=2)C=CC=CC=1.N(C(OCC)=O)=NC(OCC)=O. Product: [I:1][C:2]1[CH:3]=[C:4]([O:8][CH2:17][CH2:16][O:15][CH:10]2[CH2:11][CH2:12][CH2:13][CH2:14][O:9]2)[N:5]=[N:6][CH:7]=1. The catalyst class is: 1.